This data is from Catalyst prediction with 721,799 reactions and 888 catalyst types from USPTO. The task is: Predict which catalyst facilitates the given reaction. (1) Reactant: [OH:1][B:2]1[C:6]2[C:7](/[CH:11]=[CH:12]/[CH2:13][CH2:14][C:15]([OH:17])=[O:16])=[CH:8][CH:9]=[CH:10][C:5]=2[CH2:4][O:3]1. Product: [OH:1][B:2]1[C:6]2[C:7]([CH2:11][CH2:12][CH2:13][CH2:14][C:15]([OH:17])=[O:16])=[CH:8][CH:9]=[CH:10][C:5]=2[CH2:4][O:3]1. The catalyst class is: 78. (2) Reactant: [CH3:1][S:2]([C:5]1[N:10]=[CH:9][C:8]([O:11][C:12]2[CH:13]=[C:14]3[C:18](=[CH:19][CH:20]=2)[NH:17][C:16]([C:21]([O:23]CC)=[O:22])=[CH:15]3)=[CH:7][CH:6]=1)(=[O:4])=[O:3].[OH-].[Na+]. Product: [CH3:1][S:2]([C:5]1[N:10]=[CH:9][C:8]([O:11][C:12]2[CH:13]=[C:14]3[C:18](=[CH:19][CH:20]=2)[NH:17][C:16]([C:21]([OH:23])=[O:22])=[CH:15]3)=[CH:7][CH:6]=1)(=[O:3])=[O:4]. The catalyst class is: 199. (3) Reactant: [F:1][C:2]1[CH:10]=[CH:9][C:5]([C:6](O)=[O:7])=[CH:4][C:3]=1[N+:11]([O-:13])=[O:12].O[N:15]1C2C=CC=CC=2N=N1.CN(C=O)C.C(N=C=NC(C)C)(C)C. Product: [F:1][C:2]1[CH:10]=[CH:9][C:5]([C:6]([NH2:15])=[O:7])=[CH:4][C:3]=1[N+:11]([O-:13])=[O:12]. The catalyst class is: 2. (4) Reactant: [I:1][CH3:2].[CH3:3][N:4]([CH2:6][CH:7]([CH2:11][CH:12]([CH3:14])[CH3:13])[C:8](=[O:10])[CH3:9])[CH3:5]. Product: [I-:1].[C:8]([CH:7]([CH2:11][CH:12]([CH3:14])[CH3:13])[CH2:6][N+:4]([CH3:2])([CH3:5])[CH3:3])(=[O:10])[CH3:9]. The catalyst class is: 13. (5) Product: [C:18]([O:22][C:23]([N:25]1[CH2:29][CH2:28][CH2:27][CH:26]1[CH2:30][O:17][C:8]([C:4]1[CH:5]=[CH:6][CH:7]=[C:2]([NH2:1])[CH:3]=1)([C:9]([F:10])([F:11])[F:12])[C:13]([F:14])([F:15])[F:16])=[O:24])([CH3:21])([CH3:19])[CH3:20]. The catalyst class is: 1. Reactant: [NH2:1][C:2]1[CH:3]=[C:4]([C:8]([OH:17])([C:13]([F:16])([F:15])[F:14])[C:9]([F:12])([F:11])[F:10])[CH:5]=[CH:6][CH:7]=1.[C:18]([O:22][C:23]([N:25]1[CH2:29][CH2:28][CH2:27][CH:26]1[CH2:30]O)=[O:24])([CH3:21])([CH3:20])[CH3:19].C1C=CC(P(C2C=CC=CC=2)C2C=CC=CC=2)=CC=1.CCOC(/N=N/C(OCC)=O)=O. (6) Reactant: CN(C)[CH:3]=[O:4].P(Cl)(Cl)(Cl)=O.[CH2:11]([O:13][C:14]([C:16]1[C:20]([C:21]2[CH:26]=[CH:25][CH:24]=[CH:23][CH:22]=2)=[CH:19][NH:18][C:17]=1[CH2:27][CH2:28][NH:29][C:30]([O:32][C:33]([CH3:36])([CH3:35])[CH3:34])=[O:31])=[O:15])[CH3:12].[OH-].[Na+]. Product: [CH2:11]([O:13][C:14]([C:16]1[C:20]([C:21]2[CH:26]=[CH:25][CH:24]=[CH:23][CH:22]=2)=[C:19]([CH:3]=[O:4])[NH:18][C:17]=1[CH2:27][CH2:28][NH:29][C:30]([O:32][C:33]([CH3:35])([CH3:34])[CH3:36])=[O:31])=[O:15])[CH3:12]. The catalyst class is: 46.